The task is: Predict hERG channel inhibition at various concentrations.. This data is from hERG Central: cardiac toxicity at 1µM, 10µM, and general inhibition. (1) The molecule is Cc1cccc(NC(=O)CSCC(=O)Nc2cc(Cl)ccc2N2CCN(C)CC2)c1. Results: hERG_inhib (hERG inhibition (general)): blocker. (2) Results: hERG_inhib (hERG inhibition (general)): blocker. The compound is OCCC1CN(C2CCN(c3ccccc3F)CC2)CCN1Cc1ccccc1. (3) The molecule is C/C(=N\NC(=O)c1ccc(O)cc1)c1cc2ccccc2o1. Results: hERG_inhib (hERG inhibition (general)): blocker. (4) The molecule is COc1ccc(NC(=O)C2CCCN(c3c4c(nc5ncnn35)CCC4)C2)cc1. Results: hERG_inhib (hERG inhibition (general)): blocker. (5) The molecule is CCOc1ccc(C(=O)C2CCN(C(=O)c3ccc([N+](=O)[O-])cc3)CC2)cc1. Results: hERG_inhib (hERG inhibition (general)): blocker.